Dataset: Reaction yield outcomes from USPTO patents with 853,638 reactions. Task: Predict the reaction yield, written as a fraction of the theoretical maximum amount of product (1.0 means a 100% yield; for example, 0.34 means a 34% yield). (1) The reactants are [Cl:1][C:2]1[CH:3]=[N:4][CH:5]=[C:6]([Cl:20])[C:7]=1[CH2:8][C@H:9]1[CH2:13][C:12]([CH2:17][CH:18]=[CH2:19])([CH2:14]C=C)[CH2:11][NH:10]1.CO. The catalyst is Cl[Ru](=C1N(C2C(C)=CC(C)=CC=2C)CCN1C1C(C)=CC(C)=CC=1C)(Cl)(=CC1C=CC=CC=1)[P](C1CCCCC1)(C1CCCCC1)C1CCCCC1.C(Cl)Cl. The product is [Cl:20][C:6]1[CH:5]=[N:4][CH:3]=[C:2]([Cl:1])[C:7]=1[CH2:8][C@H:9]1[CH2:13][C:12]2([CH2:14][CH:19]=[CH:18][CH2:17]2)[CH2:11][NH:10]1. The yield is 0.355. (2) The yield is 0.970. The catalyst is CO.[Pd]. The reactants are [OH:1][CH2:2][C@@H:3]([NH:18][C:19](=[O:25])[O:20][C:21]([CH3:24])([CH3:23])[CH3:22])[C@H:4]([C:8]1[CH:13]=[CH:12][C:11]([C:14]([F:17])([F:16])[F:15])=[CH:10][CH:9]=1)/[CH:5]=[CH:6]/[CH3:7]. The product is [OH:1][CH2:2][C@@H:3]([NH:18][C:19](=[O:25])[O:20][C:21]([CH3:24])([CH3:23])[CH3:22])[C@H:4]([C:8]1[CH:13]=[CH:12][C:11]([C:14]([F:17])([F:16])[F:15])=[CH:10][CH:9]=1)[CH2:5][CH2:6][CH3:7]. (3) The reactants are Cl.[CH3:2][N:3]([C:21]1[CH:26]=[CH:25][CH:24]=[CH:23][CH:22]=1)[C:4]1[N:9]=[C:8]([NH2:10])[N:7]=[C:6]([C:11]2[N:15]=[C:14]([C@@H:16]3[CH2:20][CH2:19][CH2:18][NH:17]3)[O:13][N:12]=2)[N:5]=1.C([O-])(=O)C.[Na+].[F:32][C:33]([F:38])([F:37])[CH2:34][CH:35]=O.C(O[BH-](OC(=O)C)OC(=O)C)(=O)C.[Na+]. The catalyst is ClCCCl.C(Cl)Cl. The product is [CH3:2][N:3]([C:21]1[CH:26]=[CH:25][CH:24]=[CH:23][CH:22]=1)[C:4]1[N:9]=[C:8]([NH2:10])[N:7]=[C:6]([C:11]2[N:15]=[C:14]([C@@H:16]3[CH2:20][CH2:19][CH2:18][N:17]3[CH2:35][CH2:34][C:33]([F:38])([F:37])[F:32])[O:13][N:12]=2)[N:5]=1. The yield is 0.190.